From a dataset of Full USPTO retrosynthesis dataset with 1.9M reactions from patents (1976-2016). Predict the reactants needed to synthesize the given product. Given the product [CH3:16][C:15]([O:14][C:12]([NH:1][C:2]1[CH:10]=[CH:9][C:8]([I:11])=[CH:7][C:3]=1[C:4]([OH:6])=[O:5])=[O:13])([CH3:18])[CH3:17], predict the reactants needed to synthesize it. The reactants are: [NH2:1][C:2]1[CH:10]=[CH:9][C:8]([I:11])=[CH:7][C:3]=1[C:4]([OH:6])=[O:5].[C:12](O[C:12]([O:14][C:15]([CH3:18])([CH3:17])[CH3:16])=[O:13])([O:14][C:15]([CH3:18])([CH3:17])[CH3:16])=[O:13].O.Cl.